Dataset: Full USPTO retrosynthesis dataset with 1.9M reactions from patents (1976-2016). Task: Predict the reactants needed to synthesize the given product. Given the product [F:1][C:2]1[CH:7]=[CH:6][CH:5]=[CH:4][C:3]=1[C:8]1[N:16]=[C:11]2[CH:12]=[N:13][N:14]([CH2:18][C:19]3[O:23][N:22]=[C:21]([C:24]4[CH:25]=[CH:26][C:27]([C:30]([F:33])([F:31])[F:32])=[CH:28][CH:29]=4)[CH:20]=3)[CH:15]=[C:10]2[N:9]=1, predict the reactants needed to synthesize it. The reactants are: [F:1][C:2]1[CH:7]=[CH:6][CH:5]=[CH:4][C:3]=1[C:8]1[N:16]=[C:11]2[CH:12]=[N:13][NH:14][CH:15]=[C:10]2[N:9]=1.Cl[CH2:18][C:19]1[O:23][N:22]=[C:21]([C:24]2[CH:29]=[CH:28][C:27]([C:30]([F:33])([F:32])[F:31])=[CH:26][CH:25]=2)[CH:20]=1.